Dataset: Full USPTO retrosynthesis dataset with 1.9M reactions from patents (1976-2016). Task: Predict the reactants needed to synthesize the given product. (1) Given the product [CH:11]1([S:16]([C:19]([C:22]2[CH:27]=[C:26]([N:28]3[CH2:33][CH2:32][O:31][CH2:30][C@@H:29]3[CH3:34])[N:25]=[C:24]([C:35]3[CH:36]=[CH:37][C:38]([NH:39][C:2](=[O:3])[O:4][C:5]4[CH:10]=[CH:9][CH:8]=[CH:7][CH:6]=4)=[CH:40][CH:41]=3)[N:23]=2)([CH3:20])[CH3:21])(=[O:17])=[O:18])[CH2:12][CH2:13][CH2:14][CH2:15]1, predict the reactants needed to synthesize it. The reactants are: Cl[C:2]([O:4][C:5]1[CH:10]=[CH:9][CH:8]=[CH:7][CH:6]=1)=[O:3].[CH:11]1([S:16]([C:19]([C:22]2[CH:27]=[C:26]([N:28]3[CH2:33][CH2:32][O:31][CH2:30][C@@H:29]3[CH3:34])[N:25]=[C:24]([C:35]3[CH:41]=[CH:40][C:38]([NH2:39])=[CH:37][CH:36]=3)[N:23]=2)([CH3:21])[CH3:20])(=[O:18])=[O:17])[CH2:15][CH2:14][CH2:13][CH2:12]1.C(=O)([O-])O.[Na+]. (2) The reactants are: [C:1]1([Mg]Br)[CH:6]=[CH:5][CH:4]=[CH:3][CH:2]=1.[CH:9]([C:11]1[CH:12]=[C:13]([C:24]([O:26][CH2:27][CH3:28])=[O:25])[CH:14]=[C:15]([C:17]2[CH:22]=[CH:21][C:20]([CH3:23])=[CH:19][CH:18]=2)[CH:16]=1)=[O:10].O. Given the product [OH:10][CH:9]([C:1]1[CH:6]=[CH:5][CH:4]=[CH:3][CH:2]=1)[C:11]1[CH:12]=[C:13]([C:24]([O:26][CH2:27][CH3:28])=[O:25])[CH:14]=[C:15]([C:17]2[CH:18]=[CH:19][C:20]([CH3:23])=[CH:21][CH:22]=2)[CH:16]=1, predict the reactants needed to synthesize it. (3) Given the product [N:1]1[CH:2]=[CH:3][N:4]2[CH2:9][CH2:8][N:7]([C:10]([O:12][C:13]([CH3:16])([CH3:15])[CH3:14])=[O:11])[CH2:6][C:5]=12, predict the reactants needed to synthesize it. The reactants are: [N:1]1[CH:2]=[CH:3][N:4]2[CH2:9][CH2:8][NH:7][CH2:6][C:5]=12.[C:10](O[C:10]([O:12][C:13]([CH3:16])([CH3:15])[CH3:14])=[O:11])([O:12][C:13]([CH3:16])([CH3:15])[CH3:14])=[O:11]. (4) Given the product [C:32]([C:31]1[CH:30]=[CH:29][C:4]([C:5]([NH:7][C:8]2[C:9]([Cl:28])=[CH:10][C:11]([C:15]([F:27])([C:23]([F:24])([F:25])[F:26])[C:16]([F:21])([F:22])[C:17]([F:18])([F:19])[F:20])=[CH:12][C:13]=2[Cl:14])=[O:6])=[C:3]([F:34])[C:2]=1[NH:1][C:43](=[O:44])[C:42]1[CH:46]=[CH:47][C:39]([C:37]#[N:38])=[CH:40][C:41]=1[CH3:48])#[N:33], predict the reactants needed to synthesize it. The reactants are: [NH2:1][C:2]1[C:3]([F:34])=[C:4]([CH:29]=[CH:30][C:31]=1[C:32]#[N:33])[C:5]([NH:7][C:8]1[C:13]([Cl:14])=[CH:12][C:11]([C:15]([F:27])([C:23]([F:26])([F:25])[F:24])[C:16]([F:22])([F:21])[C:17]([F:20])([F:19])[F:18])=[CH:10][C:9]=1[Cl:28])=[O:6].[H-].[Na+].[C:37]([C:39]1[CH:47]=[CH:46][C:42]([C:43](Cl)=[O:44])=[C:41]([CH3:48])[CH:40]=1)#[N:38].C(=O)([O-])O.[Na+]. (5) Given the product [F:1][C:2]1[CH:7]=[CH:6][C:5]([C@@H:8]([NH:10][CH2:21][CH2:20][CH:19]([S:23]([OH:25])(=[O:24])=[O:22])[CH3:18])[CH3:9])=[CH:4][CH:3]=1, predict the reactants needed to synthesize it. The reactants are: [F:1][C:2]1[CH:7]=[CH:6][C:5]([C@@H:8]([NH2:10])[CH3:9])=[CH:4][CH:3]=1.C1(C)C=CC=CC=1.[CH3:18][CH:19]1[S:23](=[O:25])(=[O:24])[O:22][CH2:21][CH2:20]1. (6) Given the product [Br:1][C:2]1[CH:7]=[CH:6][C:5]([S:8]([NH:16][CH2:15][CH:12]2[CH2:14][CH2:13]2)(=[O:10])=[O:9])=[CH:4][CH:3]=1, predict the reactants needed to synthesize it. The reactants are: [Br:1][C:2]1[CH:7]=[CH:6][C:5]([S:8](Cl)(=[O:10])=[O:9])=[CH:4][CH:3]=1.[CH:12]1([CH2:15][NH2:16])[CH2:14][CH2:13]1. (7) Given the product [Cl:1][C:2]1[CH:3]=[C:4]([NH:9][C:10]2[C:15]3[C:16]4[CH2:22][CH2:21][N:20]([C:30](=[O:31])/[CH:29]=[CH:28]/[CH2:27][N:26]([CH3:33])[CH3:25])[CH2:19][CH2:18][C:17]=4[S:23][C:14]=3[N:13]=[CH:12][N:11]=2)[CH:5]=[CH:6][C:7]=1[F:8], predict the reactants needed to synthesize it. The reactants are: [Cl:1][C:2]1[CH:3]=[C:4]([NH:9][C:10]2[C:15]3[C:16]4[CH2:22][CH2:21][NH:20][CH2:19][CH2:18][C:17]=4[S:23][C:14]=3[N:13]=[CH:12][N:11]=2)[CH:5]=[CH:6][C:7]=1[F:8].Cl.[CH3:25][N:26]([CH3:33])[CH2:27]/[CH:28]=[CH:29]/[C:30](O)=[O:31]. (8) Given the product [C:3]([OH:5])([C:2]([F:7])([F:6])[F:1])=[O:4].[C:34](=[O:35])([O-:16])[O-:36].[CH3:8][C:9]1[CH:14]=[C:13]([S:15]([CH3:18])(=[O:17])=[O:16])[CH:12]=[CH:11][C:10]=1[C:19]1[N:20]=[CH:21][C:22]([O:25][CH2:26][CH:27]2[CH2:32][CH2:31][N:30]([C:34]([O:36][CH:37]([CH3:39])[CH3:38])=[O:35])[CH2:29][CH2:28]2)=[CH:23][CH:24]=1, predict the reactants needed to synthesize it. The reactants are: [F:1][C:2]([F:7])([F:6])[C:3]([OH:5])=[O:4].[CH3:8][C:9]1[CH:14]=[C:13]([S:15]([CH3:18])(=[O:17])=[O:16])[CH:12]=[CH:11][C:10]=1[C:19]1[CH:24]=[CH:23][C:22]([O:25][CH2:26][CH:27]2[CH2:32][CH2:31][NH:30][CH2:29][CH2:28]2)=[CH:21][N:20]=1.Cl[C:34]([O:36][CH:37]([CH3:39])[CH3:38])=[O:35].C(N(CC)CC)C. (9) Given the product [CH3:48][O:49][C:50](=[O:59])[C:51]1[CH:56]=[CH:55][C:54]([Cl:57])=[C:53]([NH:58][C:21]([C:15]2[C:16](=[O:20])[NH:17][C:18]3[C:13]([CH:14]=2)=[CH:12][N:11]=[C:10]([O:9][CH3:8])[CH:19]=3)=[O:23])[CH:52]=1, predict the reactants needed to synthesize it. The reactants are: C(N(CC)CC)C.[CH3:8][O:9][C:10]1[CH:19]=[C:18]2[C:13]([CH:14]=[C:15]([C:21]([OH:23])=O)[C:16](=[O:20])[NH:17]2)=[CH:12][N:11]=1.CN(C(ON1N=NC2C=CC=NC1=2)=[N+](C)C)C.F[P-](F)(F)(F)(F)F.[CH3:48][O:49][C:50](=[O:59])[C:51]1[CH:56]=[CH:55][C:54]([Cl:57])=[C:53]([NH2:58])[CH:52]=1. (10) Given the product [NH2:26][C:23]1[CH:24]=[CH:25][C:20]([O:19][CH2:18][C@@H:17]([N:14]2[CH2:13][CH2:12][N:11]3[C:36](=[O:37])[C:7]([N:5]4[CH:6]=[C:2]([CH3:1])[N:3]=[CH:4]4)=[CH:8][CH:9]=[C:10]3[C:15]2=[O:16])[CH3:35])=[C:21]([S:29]([F:30])([F:34])([F:33])([F:32])[F:31])[CH:22]=1, predict the reactants needed to synthesize it. The reactants are: [CH3:1][C:2]1[N:3]=[CH:4][N:5]([C:7]2[C:36](=[O:37])[N:11]3[CH2:12][CH2:13][N:14]([C@@H:17]([CH3:35])[CH2:18][O:19][C:20]4[CH:25]=[CH:24][C:23]([N+:26]([O-])=O)=[CH:22][C:21]=4[S:29]([F:34])([F:33])([F:32])([F:31])[F:30])[C:15](=[O:16])[C:10]3=[CH:9][CH:8]=2)[CH:6]=1.C(O)C.[Cl-].[NH4+].